This data is from Full USPTO retrosynthesis dataset with 1.9M reactions from patents (1976-2016). The task is: Predict the reactants needed to synthesize the given product. (1) Given the product [CH3:1][O:2][C:3](=[O:14])[C:4]1[CH:9]=[C:8]([CH:10]=[O:11])[CH:7]=[C:6]([C:12]#[N:13])[CH:5]=1, predict the reactants needed to synthesize it. The reactants are: [CH3:1][O:2][C:3](=[O:14])[C:4]1[CH:9]=[C:8]([CH2:10][OH:11])[CH:7]=[C:6]([C:12]#[N:13])[CH:5]=1.[Cr](Cl)([O-])(=O)=O.[NH+]1C=CC=CC=1. (2) Given the product [F:11][C:9]([F:10])([F:12])[C:7]1[CH:6]=[C:5]([C@H:13]2[O:17][C:16](=[O:18])[N:15]([CH2:19][C:20]3[C:25]([C:26]4[S:30][C:29]([C:31]5[CH:39]=[CH:38][C:34]([C:35]([OH:37])=[O:36])=[CH:33][C:32]=5[CH3:40])=[N:28][C:27]=4[C:41]([CH3:44])([CH3:42])[CH3:43])=[CH:24][N:23]=[C:22]([N:56]4[CH2:57][CH:54]([F:53])[CH2:55]4)[N:21]=3)[C@H:14]2[CH3:49])[CH:4]=[C:3]([C:2]([F:1])([F:51])[F:50])[CH:8]=1, predict the reactants needed to synthesize it. The reactants are: [F:1][C:2]([F:51])([F:50])[C:3]1[CH:4]=[C:5]([C@H:13]2[O:17][C:16](=[O:18])[N:15]([CH2:19][C:20]3[C:25]([C:26]4[S:30][C:29]([C:31]5[CH:39]=[CH:38][C:34]([C:35]([OH:37])=[O:36])=[CH:33][C:32]=5[CH3:40])=[N:28][C:27]=4[C:41]([CH3:44])([CH3:43])[CH3:42])=[CH:24][N:23]=[C:22](S(C)(=O)=O)[N:21]=3)[C@H:14]2[CH3:49])[CH:6]=[C:7]([C:9]([F:12])([F:11])[F:10])[CH:8]=1.Cl.[F:53][CH:54]1[CH2:57][NH:56][CH2:55]1.CCN(C(C)C)C(C)C. (3) Given the product [CH3:12][N:13]([C:19]([O:21][C:22]([CH3:23])([CH3:25])[CH3:24])=[O:20])[CH:14]([CH2:16]/[CH:17]=[CH:18]/[C:7]1[CH:8]=[N:9][CH:10]=[C:5]([O:4][CH:1]([CH3:3])[CH3:2])[CH:6]=1)[CH3:15], predict the reactants needed to synthesize it. The reactants are: [CH:1]([O:4][C:5]1[CH:6]=[C:7](Br)[CH:8]=[N:9][CH:10]=1)([CH3:3])[CH3:2].[CH3:12][N:13]([C:19]([O:21][C:22]([CH3:25])([CH3:24])[CH3:23])=[O:20])[CH:14]([CH2:16][CH:17]=[CH2:18])[CH3:15].C(N(CC)CC)C.C(#N)C. (4) Given the product [C:25]([C:24]1[CH:23]=[CH:22][C:21]([CH:16]2[N:15]([CH2:42][C:43]([O:45][CH3:46])=[O:44])[C:14](=[O:29])[N:13]([C:30]3[CH:35]=[CH:34][CH:33]=[C:32]([C:36]([F:39])([F:37])[F:38])[CH:31]=3)[C:12]3[CH2:11][C:10]([CH3:40])([CH3:9])[NH:19][C:18](=[O:20])[C:17]2=3)=[CH:28][CH:27]=1)#[N:26], predict the reactants needed to synthesize it. The reactants are: C([N-]C(C)C)(C)C.[Li+].[CH3:9][C:10]1([CH3:40])[NH:19][C:18](=[O:20])[C:17]2[CH:16]([C:21]3[CH:28]=[CH:27][C:24]([C:25]#[N:26])=[CH:23][CH:22]=3)[NH:15][C:14](=[O:29])[N:13]([C:30]3[CH:35]=[CH:34][CH:33]=[C:32]([C:36]([F:39])([F:38])[F:37])[CH:31]=3)[C:12]=2[CH2:11]1.Br[CH2:42][C:43]([O:45][CH3:46])=[O:44].O. (5) Given the product [CH:1]([C:4]1[C:8]([CH2:9][CH2:10][CH2:11][O:12][C:13]2[C:20]([O:21][CH3:22])=[CH:19][CH:18]=[CH:17][C:14]=2[CH2:36][C:37]([OH:33])=[O:42])=[CH:7][N:6]([C:23]2[CH:28]=[CH:27][C:26]([C:29]([F:30])([F:31])[F:32])=[CH:25][N:24]=2)[N:5]=1)([CH3:2])[CH3:3], predict the reactants needed to synthesize it. The reactants are: [CH:1]([C:4]1[C:8]([CH2:9][CH2:10][CH2:11][O:12][C:13]2[C:20]([O:21][CH3:22])=[CH:19][CH:18]=[CH:17][C:14]=2C=O)=[CH:7][N:6]([C:23]2[CH:28]=[CH:27][C:26]([C:29]([F:32])([F:31])[F:30])=[CH:25][N:24]=2)[N:5]=1)([CH3:3])[CH3:2].[O:33]1[CH2:37][CH2:36]CC1.CSCS(C)=[O:42].[OH-].[Na+]. (6) The reactants are: [CH3:1][C:2]1[CH:3]=[C:4]([C:24]2[CH:29]=[CH:28][CH:27]=[C:26]([C:30]([F:33])([F:32])[F:31])[CH:25]=2)[C:5]([C:21]([OH:23])=O)=[N:6][C:7]=1[C:8]([N:10]1[CH2:15][CH2:14][CH:13]([N:16]2[CH2:20][CH2:19][CH2:18][CH2:17]2)[CH2:12][CH2:11]1)=[O:9].[C:34]([O:38][C:39]([N:41]1[CH2:46][CH2:45][CH:44]([NH2:47])[CH2:43][CH2:42]1)=[O:40])([CH3:37])([CH3:36])[CH3:35].CCN(CC)CC.CN(C(ON1N=NC2C=CC=NC1=2)=[N+](C)C)C.F[P-](F)(F)(F)(F)F. Given the product [C:34]([O:38][C:39]([N:41]1[CH2:46][CH2:45][CH:44]([NH:47][C:21]([C:5]2[C:4]([C:24]3[CH:29]=[CH:28][CH:27]=[C:26]([C:30]([F:32])([F:33])[F:31])[CH:25]=3)=[CH:3][C:2]([CH3:1])=[C:7]([C:8]([N:10]3[CH2:11][CH2:12][CH:13]([N:16]4[CH2:20][CH2:19][CH2:18][CH2:17]4)[CH2:14][CH2:15]3)=[O:9])[N:6]=2)=[O:23])[CH2:43][CH2:42]1)=[O:40])([CH3:37])([CH3:35])[CH3:36], predict the reactants needed to synthesize it.